Dataset: Peptide-MHC class I binding affinity with 185,985 pairs from IEDB/IMGT. Task: Regression. Given a peptide amino acid sequence and an MHC pseudo amino acid sequence, predict their binding affinity value. This is MHC class I binding data. (1) The peptide sequence is FDHTLMSIVSS. The MHC is H-2-Kb with pseudo-sequence H-2-Kb. The binding affinity (normalized) is 0.118. (2) The peptide sequence is YISPIFIPM. The MHC is HLA-A26:03 with pseudo-sequence HLA-A26:03. The binding affinity (normalized) is 0.808. (3) The peptide sequence is AFYWHFIFR. The binding affinity (normalized) is 0.0847. The MHC is HLA-A25:01 with pseudo-sequence HLA-A25:01. (4) The peptide sequence is AETLMAQPF. The MHC is HLA-C14:02 with pseudo-sequence HLA-C14:02. The binding affinity (normalized) is 0.284.